From a dataset of M1 muscarinic receptor agonist screen with 61,833 compounds. Binary Classification. Given a drug SMILES string, predict its activity (active/inactive) in a high-throughput screening assay against a specified biological target. The molecule is O=C1N(C(N2C1CCC2)c1ccc(OC)cc1)c1ccc(OC)cc1. The result is 0 (inactive).